From a dataset of Full USPTO retrosynthesis dataset with 1.9M reactions from patents (1976-2016). Predict the reactants needed to synthesize the given product. (1) Given the product [OH:1][C@H:2]([CH3:37])[C@H:3]([NH:6][C:7]([C:9]1[C:17]2[C:12](=[N:13][CH:14]=[C:15]([C:18]3[C:26]4[C:21](=[CH:22][C:23]([F:27])=[CH:24][CH:25]=4)[N:20]([CH3:28])[N:19]=3)[N:16]=2)[N:11]([CH2:29][O:30][CH2:31][CH2:32][Si:33]([CH3:36])([CH3:35])[CH3:34])[CH:10]=1)=[O:8])[CH2:4][O:5][CH3:40], predict the reactants needed to synthesize it. The reactants are: [OH:1][C@H:2]([CH3:37])[C@H:3]([NH:6][C:7]([C:9]1[C:17]2[C:12](=[N:13][CH:14]=[C:15]([C:18]3[C:26]4[C:21](=[CH:22][C:23]([F:27])=[CH:24][CH:25]=4)[N:20]([CH3:28])[N:19]=3)[N:16]=2)[N:11]([CH2:29][O:30][CH2:31][CH2:32][Si:33]([CH3:36])([CH3:35])[CH3:34])[CH:10]=1)=[O:8])[CH2:4][OH:5].[OH-].[K+].[CH2:40]1OCCOCCOCCOCCOCCOC1.IC. (2) Given the product [Cl:22][C:23]1[CH:40]=[C:39]([CH3:41])[CH:38]=[C:37]([Cl:42])[C:24]=1[O:25][CH2:26][CH2:27][O:28][C:29]1[CH:34]=[CH:33][C:32]([CH2:35][I:20])=[CH:31][CH:30]=1, predict the reactants needed to synthesize it. The reactants are: C1(P(C2C=CC=CC=2)C2C=CC=CC=2)C=CC=CC=1.[I:20]I.[Cl:22][C:23]1[CH:40]=[C:39]([CH3:41])[CH:38]=[C:37]([Cl:42])[C:24]=1[O:25][CH2:26][CH2:27][O:28][C:29]1[CH:34]=[CH:33][C:32]([CH2:35]O)=[CH:31][CH:30]=1.N1C=CN=C1. (3) Given the product [O:5]1[C:10]2[CH:11]=[CH:12][CH:13]=[CH:14][C:9]=2[CH:8]=[CH:7][NH:6]1.[CH3:1][C:2](=[O:3])[CH2:4][CH3:7], predict the reactants needed to synthesize it. The reactants are: [CH3:1][C:2]([CH3:4])=[O:3].[O:5]1[C:10]2[CH:11]=[CH:12][CH:13]=[CH:14][C:9]=2[CH:8]=[CH:7][NH:6]1. (4) Given the product [C:43]([O:42][C:40]([N:37]1[CH2:36][CH:35]=[C:34]([C:19]2[CH:18]=[CH:17][C:14]3[C:15]4[N:9]([CH2:10][CH2:11][O:12][C:13]=3[CH:20]=2)[CH:8]=[C:7]([C:5](=[O:6])[N:4]([CH2:3][CH2:2][OH:1])[CH:22]([CH3:24])[CH3:23])[N:16]=4)[CH2:39][CH2:38]1)=[O:41])([CH3:46])([CH3:44])[CH3:45], predict the reactants needed to synthesize it. The reactants are: [OH:1][CH2:2][CH2:3][N:4]([CH:22]([CH3:24])[CH3:23])[C:5]([C:7]1[N:16]=[C:15]2[N:9]([CH2:10][CH2:11][O:12][C:13]3[CH:20]=[C:19](Br)[CH:18]=[CH:17][C:14]=32)[CH:8]=1)=[O:6].B1([C:34]2[CH2:39][CH2:38][N:37]([C:40]([O:42][C:43]([CH3:46])([CH3:45])[CH3:44])=[O:41])[CH2:36][CH:35]=2)OC(C)(C)C(C)(C)O1.C(=O)([O-])[O-].[K+].[K+].C(Cl)Cl. (5) Given the product [OH:40][CH2:39][C:12]1[C:11]([CH2:43][OH:44])=[C:10]([CH2:7][CH2:8][CH3:9])[C:23]2[C:14](=[CH:15][C:16]3[C:21]([CH:22]=2)=[C:20]([CH2:24][CH2:25][CH3:26])[C:19]([CH2:27][CH2:28][CH3:29])=[C:18]([CH2:30][CH2:31][CH3:32])[C:17]=3[CH2:33][CH2:34][CH3:35])[C:13]=1[CH2:36][CH2:37][CH3:38], predict the reactants needed to synthesize it. The reactants are: [H-].[Al+3].[Li+].[H-].[H-].[H-].[CH2:7]([C:10]1[C:23]2[C:14](=[CH:15][C:16]3[C:21]([CH:22]=2)=[C:20]([CH2:24][CH2:25][CH3:26])[C:19]([CH2:27][CH2:28][CH3:29])=[C:18]([CH2:30][CH2:31][CH3:32])[C:17]=3[CH2:33][CH2:34][CH3:35])[C:13]([CH2:36][CH2:37][CH3:38])=[C:12]([C:39](OC)=[O:40])[C:11]=1[C:43](OC)=[O:44])[CH2:8][CH3:9].O.S(=O)(=O)(O)O.